This data is from NCI-60 drug combinations with 297,098 pairs across 59 cell lines. The task is: Regression. Given two drug SMILES strings and cell line genomic features, predict the synergy score measuring deviation from expected non-interaction effect. (1) Drug 1: COC1=CC(=CC(=C1O)OC)C2C3C(COC3=O)C(C4=CC5=C(C=C24)OCO5)OC6C(C(C7C(O6)COC(O7)C8=CC=CS8)O)O. Drug 2: CC1=C(C(=O)C2=C(C1=O)N3CC4C(C3(C2COC(=O)N)OC)N4)N. Cell line: OVCAR-8. Synergy scores: CSS=40.3, Synergy_ZIP=-3.61, Synergy_Bliss=0.173, Synergy_Loewe=2.51, Synergy_HSA=4.78. (2) Drug 1: COC1=CC(=CC(=C1O)OC)C2C3C(COC3=O)C(C4=CC5=C(C=C24)OCO5)OC6C(C(C7C(O6)COC(O7)C8=CC=CS8)O)O. Drug 2: C1CC(=O)NC(=O)C1N2C(=O)C3=CC=CC=C3C2=O. Cell line: SW-620. Synergy scores: CSS=41.5, Synergy_ZIP=3.61, Synergy_Bliss=3.93, Synergy_Loewe=-21.7, Synergy_HSA=4.40. (3) Drug 1: CC(CN1CC(=O)NC(=O)C1)N2CC(=O)NC(=O)C2. Drug 2: CC12CCC3C(C1CCC2O)C(CC4=C3C=CC(=C4)O)CCCCCCCCCS(=O)CCCC(C(F)(F)F)(F)F. Cell line: EKVX. Synergy scores: CSS=7.30, Synergy_ZIP=-3.59, Synergy_Bliss=-1.95, Synergy_Loewe=0.455, Synergy_HSA=-0.578. (4) Drug 1: CC1=C(N=C(N=C1N)C(CC(=O)N)NCC(C(=O)N)N)C(=O)NC(C(C2=CN=CN2)OC3C(C(C(C(O3)CO)O)O)OC4C(C(C(C(O4)CO)O)OC(=O)N)O)C(=O)NC(C)C(C(C)C(=O)NC(C(C)O)C(=O)NCCC5=NC(=CS5)C6=NC(=CS6)C(=O)NCCC[S+](C)C)O. Drug 2: C(CC(=O)O)C(=O)CN.Cl. Cell line: SF-539. Synergy scores: CSS=51.9, Synergy_ZIP=-3.59, Synergy_Bliss=-3.14, Synergy_Loewe=-4.55, Synergy_HSA=1.15.